Dataset: Reaction yield outcomes from USPTO patents with 853,638 reactions. Task: Predict the reaction yield, written as a fraction of the theoretical maximum amount of product (1.0 means a 100% yield; for example, 0.34 means a 34% yield). (1) The reactants are [CH2:1]([O:3][C:4]([CH2:6][S:7]([OH:10])(=O)=[O:8])=[O:5])[CH3:2].O=P(Cl)(Cl)[Cl:13]. No catalyst specified. The product is [CH2:1]([O:3][C:4]([CH2:6][S:7]([Cl:13])(=[O:10])=[O:8])=[O:5])[CH3:2]. The yield is 0.800. (2) The reactants are [NH2:1][C:2]1[C:7]([C:8]([NH:10][C:11]2[CH:16]=[CH:15][CH:14]=[C:13]([O:17]C)[CH:12]=2)=[O:9])=[C:6]([NH:19][C@H:20]([C:22]2[N:27]([C:28]3[CH:33]=[CH:32][CH:31]=[CH:30][CH:29]=3)[C:26](=[O:34])[C:25]3=[C:35]([CH3:38])[CH:36]=[CH:37][N:24]3[N:23]=2)[CH3:21])[N:5]=[CH:4][N:3]=1.B(Br)(Br)Br. The catalyst is ClCCl. The product is [NH2:1][C:2]1[C:7]([C:8]([NH:10][C:11]2[CH:16]=[CH:15][CH:14]=[C:13]([OH:17])[CH:12]=2)=[O:9])=[C:6]([NH:19][C@H:20]([C:22]2[N:27]([C:28]3[CH:33]=[CH:32][CH:31]=[CH:30][CH:29]=3)[C:26](=[O:34])[C:25]3=[C:35]([CH3:38])[CH:36]=[CH:37][N:24]3[N:23]=2)[CH3:21])[N:5]=[CH:4][N:3]=1. The yield is 0.230. (3) The reactants are [CH2:1]([O:3][C:4]1[CH:9]=[CH:8][C:7]([C:10]2[CH:15]=[CH:14][C:13]([CH2:16][N:17]([C:19]3[CH:24]=[CH:23][C:22]([O:25][CH2:26][C:27]4[CH:32]=[CH:31][C:30]([CH3:33])=[CH:29][N:28]=4)=[CH:21][CH:20]=3)N)=[CH:12][CH:11]=2)=[CH:6][N:5]=1)[CH3:2].[CH3:34][C:35]([S:38][CH2:39][C:40](=O)[CH2:41][C:42]([CH3:49])([CH3:48])[C:43]([O:45]CC)=[O:44])([CH3:37])[CH3:36].O.C(C(C(O)=O)(O)C(C(=O)C1C=CC=CC=1)(O)C(O)=O)(=O)C1C=CC=CC=1.C(O)(=O)CC(CC(O)=O)(C(O)=O)O.[OH-].[Na+]. The catalyst is CC1OCCC1.O. The product is [C:35]([S:38][C:39]1[C:24]2[C:19](=[CH:20][CH:21]=[C:22]([O:25][CH2:26][C:27]3[CH:32]=[CH:31][C:30]([CH3:33])=[CH:29][N:28]=3)[CH:23]=2)[N:17]([CH2:16][C:13]2[CH:14]=[CH:15][C:10]([C:7]3[CH:6]=[N:5][C:4]([O:3][CH2:1][CH3:2])=[CH:9][CH:8]=3)=[CH:11][CH:12]=2)[C:40]=1[CH2:41][C:42]([CH3:49])([CH3:48])[C:43]([OH:45])=[O:44])([CH3:37])([CH3:34])[CH3:36]. The yield is 0.730. (4) The reactants are O1C2C=CC(C3C(=O)OC(O)(C4C=CC(OC)=CC=4)C=3[CH2:15][C:16]3[CH:21]=[C:20]([O:22][CH3:23])[C:19]([O:24][CH3:25])=[C:18]([O:26][CH2:27][CH2:28][O:29][CH2:30][CH2:31][O:32][CH2:33][CH2:34][O:35][CH2:36][CH2:37][N:38]=[N+:39]=[N-:40])[CH:17]=3)=CC=2OC1.CCCCCCCCCCN.C1(P(C2C=CC=CC=2)C2C=CC=CC=2)C=CC=CC=1.C[O:82][C:83]1C(OC)=CC(C=O)=C[C:84]=1[OH:93]. The catalyst is COC1C(OC)=CC(C=O)=CC=1OCCOCCOCCOCCN=[N+]=[N-].C(O)CO.O. The product is [N:38]([CH2:37][CH2:36][O:35][CH2:34][CH2:33][O:32][CH2:31][CH2:30][O:29][CH2:28][CH2:27][O:26][C:18]1[CH:17]=[C:16]([CH:15]2[O:93][CH2:84][CH2:83][O:82]2)[CH:21]=[C:20]([O:22][CH3:23])[C:19]=1[O:24][CH3:25])=[N+:39]=[N-:40]. The yield is 1.00. (5) The reactants are [OH:1][CH2:2][C@H:3]1[CH2:12][N:7]2[CH2:8][CH2:9][NH:10][CH2:11][C@@H:6]2[CH2:5][CH2:4]1.F[C:14]1[CH:19]=[CH:18][C:17]([F:20])=[CH:16][C:15]=1[N+:21]([O-:23])=[O:22].C(=O)([O-])[O-].[Na+].[Na+].Cl. The catalyst is CS(C)=O. The product is [OH:1][CH2:2][C@H:3]1[CH2:12][N:7]2[CH2:8][CH2:9][N:10]([C:14]3[CH:19]=[CH:18][C:17]([F:20])=[CH:16][C:15]=3[N+:21]([O-:23])=[O:22])[CH2:11][C@@H:6]2[CH2:5][CH2:4]1. The yield is 0.780. (6) The reactants are [F:1][C:2]1[CH:23]=[C:22]([F:24])[CH:21]=[C:20]([F:25])[C:3]=1[C:4]([NH:6][C:7]1[CH:12]=[CH:11][CH:10]=[C:9]([O:13][CH:14]2[CH2:19][CH2:18][NH:17][CH2:16][CH2:15]2)[N:8]=1)=[O:5].C([O-])(O)=O.[Na+].[CH:31]([N:34]1[CH:38]=[C:37]([CH2:39][CH2:40]OS(C)(=O)=O)[CH:36]=[N:35]1)([CH3:33])[CH3:32]. The catalyst is CN(C=O)C. The product is [F:25][C:20]1[CH:21]=[C:22]([F:24])[CH:23]=[C:2]([F:1])[C:3]=1[C:4]([NH:6][C:7]1[CH:12]=[CH:11][CH:10]=[C:9]([O:13][CH:14]2[CH2:15][CH2:16][N:17]([CH2:40][CH2:39][C:37]3[CH:36]=[N:35][N:34]([CH:31]([CH3:33])[CH3:32])[CH:38]=3)[CH2:18][CH2:19]2)[N:8]=1)=[O:5]. The yield is 0.280. (7) The catalyst is O. The yield is 0.850. The product is [Br:12][C:10]1[CH:11]=[C:6]([O:4][CH2:2][CH3:3])[CH:7]=[N:8][CH:9]=1. The reactants are [Na].[CH2:2]([OH:4])[CH3:3].Br[C:6]1[CH:7]=[N:8][CH:9]=[C:10]([Br:12])[CH:11]=1.CN(C=O)C.